This data is from Full USPTO retrosynthesis dataset with 1.9M reactions from patents (1976-2016). The task is: Predict the reactants needed to synthesize the given product. (1) Given the product [C:10]12([NH:20][CH2:8][C:5]3[CH:4]=[CH:3][C:2]([Br:1])=[CH:7][N:6]=3)[CH2:17][CH:16]3[CH2:15][CH:14]([CH2:13][CH:12]([CH2:18]3)[CH2:11]1)[CH2:19]2, predict the reactants needed to synthesize it. The reactants are: [Br:1][C:2]1[CH:3]=[CH:4][C:5]([CH:8]=O)=[N:6][CH:7]=1.[C:10]12([NH2:20])[CH2:19][CH:14]3[CH2:15][CH:16]([CH2:18][CH:12]([CH2:13]3)[CH2:11]1)[CH2:17]2. (2) Given the product [Cl:29][C:25]1[CH:24]=[C:23]([C:11]2[CH:10]=[C:9]([CH2:7][C:6]([C:4]([O:3][CH2:1][CH3:2])=[O:5])([CH3:31])[CH3:30])[C:18]([O:19][CH3:20])=[C:17]3[C:12]=2[CH2:13][NH:14][C:15]([NH:21][CH3:22])=[N:16]3)[CH:28]=[CH:27][CH:26]=1, predict the reactants needed to synthesize it. The reactants are: [CH2:1]([O:3][C:4]([C:6]([CH3:31])([CH3:30])[CH:7]([C:9]1[C:18]([O:19][CH3:20])=[C:17]2[C:12]([CH:13]=[N:14][C:15]([NH:21][CH3:22])=[N:16]2)=[C:11]([C:23]2[CH:28]=[CH:27][CH:26]=[C:25]([Cl:29])[CH:24]=2)[CH:10]=1)O)=[O:5])[CH3:2].C([SiH](CC)CC)C.C(=O)([O-])O.[Na+].